From a dataset of Full USPTO retrosynthesis dataset with 1.9M reactions from patents (1976-2016). Predict the reactants needed to synthesize the given product. (1) Given the product [CH3:12][N:3]([CH3:2])[C:4](=[O:11])[C@H:5]([C@H:7]([CH2:9][CH3:10])[CH3:8])[NH:6][C:21]1[CH2:25][S:24][C:23](=[O:26])[N:22]=1, predict the reactants needed to synthesize it. The reactants are: Cl.[CH3:2][N:3]([CH3:12])[C:4](=[O:11])[C@H:5]([C@H:7]([CH2:9][CH3:10])[CH3:8])[NH2:6].C(N(CC)CC)C.S=[C:21]1[CH2:25][S:24][C:23](=[O:26])[NH:22]1. (2) Given the product [N:35]1([CH2:34][CH2:33][NH:32][C:27]2[N:26]=[C:25]([C:23]3[S:22][C:21]4[C:16]([C:15]5[C:10]([CH2:9][NH:7][CH3:6])=[CH:11][N:12]=[C:13]([F:40])[CH:14]=5)=[CH:17][CH:18]=[CH:19][C:20]=4[CH:24]=3)[C:30]([F:31])=[CH:29][N:28]=2)[CH:39]=[CH:38][N:37]=[N:36]1, predict the reactants needed to synthesize it. The reactants are: C(O[C:6](=O)[N:7]([CH2:9][C:10]1[CH:11]=[N:12][C:13]([F:40])=[CH:14][C:15]=1[C:16]1[C:21]2[S:22][C:23]([C:25]3[C:30]([F:31])=[CH:29][N:28]=[C:27]([NH:32][CH2:33][CH2:34][N:35]4[CH:39]=[CH:38][N:37]=[N:36]4)[N:26]=3)=[CH:24][C:20]=2[CH:19]=[CH:18][CH:17]=1)C)(C)(C)C.C(O)(C(F)(F)F)=O.